From a dataset of Full USPTO retrosynthesis dataset with 1.9M reactions from patents (1976-2016). Predict the reactants needed to synthesize the given product. (1) Given the product [C:1]([C:3]1[CH:4]=[N:5][C:6]2[C:11]([C:12]=1[Cl:13])=[CH:10][C:9]([O:14][CH2:19][C:18]#[CH:17])=[C:8]([O:15][CH3:16])[CH:7]=2)#[N:2], predict the reactants needed to synthesize it. The reactants are: [C:1]([C:3]1[CH:4]=[N:5][C:6]2[C:11]([C:12]=1[Cl:13])=[CH:10][C:9]([OH:14])=[C:8]([O:15][CH3:16])[CH:7]=2)#[N:2].[CH2:17](Br)[C:18]#[CH:19].[O-]CCCC.[K+]. (2) Given the product [F:8][C:9]([F:17])([F:18])[C:10]1[CH:11]=[C:12]([NH:13][CH2:6][C:5](=[O:7])[CH:4]=[CH:1][CH3:2])[CH:14]=[CH:15][CH:16]=1, predict the reactants needed to synthesize it. The reactants are: [C:1]([CH2:4][C:5](=[O:7])[CH3:6])(=O)[CH3:2].[F:8][C:9]([F:18])([F:17])[C:10]1[CH:11]=[C:12]([CH:14]=[CH:15][CH:16]=1)[NH2:13].C1(C)C=CC(S(O)(=O)=O)=CC=1. (3) Given the product [C:21]([N:14]([CH:15]1[CH2:16][CH2:17][CH2:18][CH2:19][CH2:20]1)[C:8](=[N:7][CH:1]1[CH2:2][CH2:3][CH2:4][CH2:5][CH2:6]1)[O:9][N:10]=[C:11]([CH3:13])[CH3:12])(=[O:23])[CH3:22], predict the reactants needed to synthesize it. The reactants are: [CH:1]1([NH:7][C:8](=[N:14][CH:15]2[CH2:20][CH2:19][CH2:18][CH2:17][CH2:16]2)[O:9][N:10]=[C:11]([CH3:13])[CH3:12])[CH2:6][CH2:5][CH2:4][CH2:3][CH2:2]1.[C:21](OC(=O)C)(=[O:23])[CH3:22]. (4) Given the product [Br:1][C:2]1[CH:3]=[N:4][N:5]2[C:10]([NH:15][CH2:16][CH:17]3[CH2:22][CH2:21][O:20][CH2:19][CH2:18]3)=[N:9][C:8]([S:12][CH3:13])=[N:7][C:6]=12, predict the reactants needed to synthesize it. The reactants are: [Br:1][C:2]1[CH:3]=[N:4][N:5]2[C:10](Cl)=[N:9][C:8]([S:12][CH3:13])=[N:7][C:6]=12.Cl.[NH2:15][CH2:16][CH:17]1[CH2:22][CH2:21][O:20][CH2:19][CH2:18]1.CCN(C(C)C)C(C)C.